From a dataset of Plasma protein binding rate (PPBR) regression data from AstraZeneca. Regression/Classification. Given a drug SMILES string, predict its absorption, distribution, metabolism, or excretion properties. Task type varies by dataset: regression for continuous measurements (e.g., permeability, clearance, half-life) or binary classification for categorical outcomes (e.g., BBB penetration, CYP inhibition). For this dataset (ppbr_az), we predict Y. The compound is CCCS(=O)(=O)N1N=Cc2cc(Cl)ccc2B1O. The Y is 83.0 %.